This data is from hERG Central: cardiac toxicity at 1µM, 10µM, and general inhibition. The task is: Predict hERG channel inhibition at various concentrations. (1) The drug is C=CCN1C(=O)c2ccc(C(=O)N(C)CCOc3ccc(Cl)cc3)cc2C1=O. Results: hERG_inhib (hERG inhibition (general)): blocker. (2) The compound is COc1ccccc1N1CCN(C(=O)c2cc(-c3ccc(F)cc3)[nH]c2C)CC1. Results: hERG_inhib (hERG inhibition (general)): blocker.